From a dataset of Reaction yield outcomes from USPTO patents with 853,638 reactions. Predict the reaction yield, written as a fraction of the theoretical maximum amount of product (1.0 means a 100% yield; for example, 0.34 means a 34% yield). (1) The reactants are [Br:1][C:2]1[CH:3]=[C:4]([OH:8])[CH:5]=[CH:6][CH:7]=1.N1C=CN=C1.[CH3:14][C:15]([Si:18](Cl)([CH3:20])[CH3:19])([CH3:17])[CH3:16]. The catalyst is C(Cl)Cl. The product is [Si:18]([O:8][C:4]1[CH:5]=[CH:6][CH:7]=[C:2]([Br:1])[CH:3]=1)([C:15]([CH3:17])([CH3:16])[CH3:14])([CH3:20])[CH3:19]. The yield is 0.910. (2) The reactants are Cl[C:2]1[CH:7]=[CH:6][N:5]=[C:4]2[CH:8]=[C:9]([C:11]([N:13]3[CH2:17][CH2:16][CH2:15][CH2:14]3)=[O:12])[S:10][C:3]=12.C([O-])([O-])=O.[K+].[K+].[F:24][C:25]1[CH:30]=[C:29]([N+:31]([O-:33])=[O:32])[CH:28]=[CH:27][C:26]=1[OH:34].CO.CCOC(C)=O. The catalyst is C1(OC2C=CC=CC=2)C=CC=CC=1. The product is [F:24][C:25]1[CH:30]=[C:29]([N+:31]([O-:33])=[O:32])[CH:28]=[CH:27][C:26]=1[O:34][C:2]1[CH:7]=[CH:6][N:5]=[C:4]2[CH:8]=[C:9]([C:11]([N:13]3[CH2:17][CH2:16][CH2:15][CH2:14]3)=[O:12])[S:10][C:3]=12. The yield is 0.930. (3) The reactants are [F:1][C:2]([F:9])([F:8])[C:3]([F:7])=[C:4]([F:6])[F:5].[CH:10]([O:12][CH2:13][CH:14]1[CH2:19][CH2:18][CH:17]([CH2:20][OH:21])[CH2:16][CH2:15]1)=[CH2:11].C([O-])([O-])=O.[K+].[K+]. The catalyst is C(#N)C. The product is [F:5][C:4]([F:6])([O:21][CH2:20][CH:17]1[CH2:18][CH2:19][CH:14]([CH2:13][O:12][CH:10]=[CH2:11])[CH2:15][CH2:16]1)[CH:3]([F:7])[C:2]([F:9])([F:8])[F:1]. The yield is 0.760. (4) The product is [CH2:8]([N:14]([CH3:30])[C:15]([C@@H:17]1[CH2:21][C@@H:20]([OH:22])[CH2:19][NH:18]1)=[O:16])[CH2:9][CH2:10][CH2:11][CH:12]=[CH2:13]. The reactants are FC(F)(F)C(O)=O.[CH2:8]([N:14]([CH3:30])[C:15]([C@@H:17]1[CH2:21][C@@H:20]([OH:22])[CH2:19][N:18]1C(OC(C)(C)C)=O)=[O:16])[CH2:9][CH2:10][CH2:11][CH:12]=[CH2:13]. The catalyst is C(Cl)Cl. The yield is 1.00. (5) The reactants are Br[C:2]1[C:15]2[N:14]3[CH:16]=[CH:17][N:18]=[C:13]3[C:12]3[CH:11]=[CH:10][CH:9]=[CH:8][C:7]=3[C:6]=2[CH:5]=[CH:4][CH:3]=1.[C:19](=O)([O-])[O-].[K+].[K+].[C:38]1(P([C:38]2[CH:43]=[CH:42][CH:41]=[CH:40][CH:39]=2)[C:38]2[CH:43]=[CH:42][CH:41]=[CH:40][CH:39]=2)[CH:43]=[CH:42][CH:41]=[CH:40][CH:39]=1.CO[CH2:46][CH2:47]OC. The catalyst is C(Cl)Cl.CC([O-])=O.CC([O-])=O.[Pd+2]. The product is [CH:46]([C:38]1[CH:39]=[CH:40][C:41]([C:2]2[C:15]3[N:14]4[CH:16]=[CH:17][N:18]=[C:13]4[C:12]4[CH:11]=[CH:10][CH:9]=[CH:8][C:7]=4[C:6]=3[CH:5]=[CH:4][CH:3]=2)=[CH:42][CH:43]=1)([CH3:47])[CH3:19]. The yield is 0.770.